From a dataset of Forward reaction prediction with 1.9M reactions from USPTO patents (1976-2016). Predict the product of the given reaction. (1) Given the reactants CCN(C(C)C)C(C)C.[C:10]1([C:16]2[NH:20][N:19]=[C:18]([C:21]([NH:23][CH2:24][C:25]([OH:27])=O)=[O:22])[CH:17]=2)[CH:15]=[CH:14][CH:13]=[CH:12][CH:11]=1.C1C=CC2N(O)N=NC=2C=1.CCN=C=NCCCN(C)C.Cl.Cl.[F:51][C:52]1[CH:53]=[C:54]([CH:62]=[C:63]([F:66])[C:64]=1[F:65])[O:55][CH:56]1[CH2:61][CH2:60][NH:59][CH2:58][CH2:57]1, predict the reaction product. The product is: [O:27]=[C:25]([N:59]1[CH2:60][CH2:61][CH:56]([O:55][C:54]2[CH:53]=[C:52]([F:51])[C:64]([F:65])=[C:63]([F:66])[CH:62]=2)[CH2:57][CH2:58]1)[CH2:24][NH:23][C:21]([C:18]1[CH:17]=[C:16]([C:10]2[CH:11]=[CH:12][CH:13]=[CH:14][CH:15]=2)[NH:20][N:19]=1)=[O:22]. (2) Given the reactants [C:1]([O:5][C:6]([N:8]1[C:16]2[C:11](=[CH:12][CH:13]=[C:14]([OH:17])[CH:15]=2)[C:10]([Br:18])=[C:9]1[C:19]1[C:20]2[S:33][CH:32]=[CH:31][C:21]=2[N:22]([C:24]([O:26][C:27]([CH3:30])([CH3:29])[CH3:28])=[O:25])[N:23]=1)=[O:7])([CH3:4])([CH3:3])[CH3:2].C(=O)([O-])[O-].[Cs+].[Cs+], predict the reaction product. The product is: [C:1]([O:5][C:6]([N:8]1[C:16]2[C:11](=[CH:12][CH:13]=[C:14]([O:17][CH2:19][CH2:9][CH2:10][Br:18])[CH:15]=2)[C:10]([Br:18])=[C:9]1[C:19]1[C:20]2[S:33][CH:32]=[CH:31][C:21]=2[N:22]([C:24]([O:26][C:27]([CH3:30])([CH3:29])[CH3:28])=[O:25])[N:23]=1)=[O:7])([CH3:4])([CH3:2])[CH3:3]. (3) The product is: [Cl:17][C:10]1[C:11]2[C:16](=[CH:15][CH:14]=[CH:13][CH:12]=2)[C:7]([CH:22]=[O:23])=[C:8]([CH3:18])[N:9]=1. Given the reactants [Li]CCCC.Br[C:7]1[C:16]2[C:11](=[CH:12][CH:13]=[CH:14][CH:15]=2)[C:10]([Cl:17])=[N:9][C:8]=1[CH3:18].CN([CH:22]=[O:23])C, predict the reaction product. (4) Given the reactants [C:1]([O:5][CH3:6])(=[O:4])[CH:2]=[CH2:3].[C:7]([O:11][CH3:12])(=[O:10])[CH2:8][SH:9].N1CCCCC1.C([O-])(=O)C=C, predict the reaction product. The product is: [CH3:12][O:11][C:7]([CH2:8][S:9][CH2:3][CH2:2][C:1]([O:5][CH3:6])=[O:4])=[O:10].